Dataset: Catalyst prediction with 721,799 reactions and 888 catalyst types from USPTO. Task: Predict which catalyst facilitates the given reaction. (1) Reactant: [CH3:1][C:2]([CH:4]([CH3:6])[CH3:5])=[CH2:3].[CH3:7][C:8]1[CH:9]=[CH:10][C:11]([S:14]([NH:17]Cl)(=[O:16])=[O:15])=[CH:12][CH:13]=1.[Br-].[Br-].[Br-].C1([N+](C)(C)C)C=CC=CC=1.C1([N+](C)(C)C)C=CC=CC=1.C1([N+](C)(C)C)C=CC=CC=1. Product: [CH:2]([C:4]1([CH3:6])[CH2:5][N:17]1[S:14]([C:11]1[CH:12]=[CH:13][C:8]([CH3:7])=[CH:9][CH:10]=1)(=[O:15])=[O:16])([CH3:1])[CH3:3]. The catalyst class is: 10. (2) Reactant: C(OC(=O)[NH:7][C@@H:8]1[CH2:14][CH2:13][CH2:12][CH2:11][NH:10][CH2:9]1)(C)(C)C.CCN(C(C)C)C(C)C.[CH3:25][N:26]([CH3:30])[C:27](Cl)=[O:28]. Product: [NH2:7][C@@H:8]1[CH2:14][CH2:13][CH2:12][CH2:11][N:10]([C:27]([N:26]([CH3:30])[CH3:25])=[O:28])[CH2:9]1. The catalyst class is: 18. (3) Reactant: [C:1]([O:5][C:6](=[O:31])[CH2:7][O:8][C:9]1[C:14]2[CH2:15][CH2:16][CH2:17][CH2:18][CH:19]([NH:20][S:21]([C:24]3[CH:29]=[CH:28][C:27](I)=[CH:26][CH:25]=3)(=[O:23])=[O:22])[C:13]=2[CH:12]=[CH:11][CH:10]=1)([CH3:4])([CH3:3])[CH3:2].[CH3:32][S:33]([C:36]1[CH:37]=[C:38](B(O)O)[CH:39]=[CH:40][CH:41]=1)(=[O:35])=[O:34].C([O-])([O-])=O.[K+].[K+]. Product: [C:1]([O:5][C:6](=[O:31])[CH2:7][O:8][C:9]1[C:14]2[CH2:15][CH2:16][CH2:17][CH2:18][CH:19]([NH:20][S:21]([C:24]3[CH:29]=[CH:28][C:27]([C:40]4[CH:39]=[CH:38][CH:37]=[C:36]([S:33]([CH3:32])(=[O:35])=[O:34])[CH:41]=4)=[CH:26][CH:25]=3)(=[O:23])=[O:22])[C:13]=2[CH:12]=[CH:11][CH:10]=1)([CH3:4])([CH3:3])[CH3:2]. The catalyst class is: 77. (4) Reactant: O/[CH:2]=[C:3]1\[C:4](=[O:13])[NH:5][C:6]2[C:11]\1=[CH:10][C:9]([Cl:12])=[CH:8][CH:7]=2.O/C=C1\C(=O)NC2C\1=CC=CC=2.[Br:26][C:27]1[C:28]([NH2:38])=[N:29][NH:30][C:31]=1[C:32]1[CH:37]=[CH:36][CH:35]=[CH:34][CH:33]=1.NC1C=CNN=1. Product: [Br:26][C:27]1[C:28]([NH:38][CH:2]=[C:3]2[C:11]3[C:6](=[CH:7][CH:8]=[C:9]([Cl:12])[CH:10]=3)[NH:5][C:4]2=[O:13])=[N:29][NH:30][C:31]=1[C:32]1[CH:37]=[CH:36][CH:35]=[CH:34][CH:33]=1. The catalyst class is: 7. (5) Reactant: [OH-].[K+].O.[Br:4][C:5]1[N:25](S(C2C=CC=CC=2)(=O)=O)[C:8]2=[N:9][CH:10]=[C:11]([CH2:13][CH2:14][C:15]3[CH:20]=[C:19]([O:21][CH3:22])[CH:18]=[C:17]([O:23][CH3:24])[CH:16]=3)[N:12]=[C:7]2[CH:6]=1. Product: [Br:4][C:5]1[NH:25][C:8]2=[N:9][CH:10]=[C:11]([CH2:13][CH2:14][C:15]3[CH:16]=[C:17]([O:23][CH3:24])[CH:18]=[C:19]([O:21][CH3:22])[CH:20]=3)[N:12]=[C:7]2[CH:6]=1. The catalyst class is: 1. (6) Reactant: Cl[C:2]1[N:7]=[C:6]([NH:8][CH2:9][CH2:10][CH3:11])[N:5]=[C:4]([NH:12][CH2:13][CH2:14][CH3:15])[N:3]=1.Cl.[CH3:17][O:18][NH2:19].[OH-].[Na+]. Product: [CH2:13]([NH:12][C:4]1[N:5]=[C:6]([NH:8][CH2:9][CH2:10][CH3:11])[N:7]=[C:2]([NH:19][O:18][CH3:17])[N:3]=1)[CH2:14][CH3:15]. The catalyst class is: 38. (7) Reactant: C[O:2][C:3]1[C:11]2[O:10][C:9]([CH3:13])([CH3:12])[CH2:8][C:7]=2[C:6]([CH3:14])=[C:5]([N:15]2[CH2:20][CH2:19][N:18]([C:21]3[CH:26]=[CH:25][C:24]([CH3:27])=[CH:23][CH:22]=3)[CH2:17][CH2:16]2)[C:4]=1[CH3:28].Br.C(=O)([O-])O.[Na+]. Product: [CH3:12][C:9]1([CH3:13])[CH2:8][C:7]2[C:6]([CH3:14])=[C:5]([N:15]3[CH2:16][CH2:17][N:18]([C:21]4[CH:22]=[CH:23][C:24]([CH3:27])=[CH:25][CH:26]=4)[CH2:19][CH2:20]3)[C:4]([CH3:28])=[C:3]([OH:2])[C:11]=2[O:10]1. The catalyst class is: 15. (8) Reactant: [Br:1][C:2]1[C:10]2[N:9]=[C:8]([CH:11]3[CH2:13][CH2:12]3)[N:7]([CH2:14][C:15]3[CH:20]=[CH:19][CH:18]=[C:17]([C:21]([F:24])([F:23])[F:22])[C:16]=3[CH3:25])[C:6]=2[CH:5]=[C:4]([N+:26]([O-])=O)[CH:3]=1.O.O.[Sn](Cl)Cl.Cl.C(=O)([O-])[O-].[Na+].[Na+]. Product: [Br:1][C:2]1[C:10]2[N:9]=[C:8]([CH:11]3[CH2:12][CH2:13]3)[N:7]([CH2:14][C:15]3[CH:20]=[CH:19][CH:18]=[C:17]([C:21]([F:23])([F:22])[F:24])[C:16]=3[CH3:25])[C:6]=2[CH:5]=[C:4]([NH2:26])[CH:3]=1. The catalyst class is: 5. (9) Reactant: Cl[CH:2]1[CH2:7][N:6]([C:8]2[N:13]=[CH:12][N:11]([CH2:14][C:15]3[S:16][C:17]([C:20]([F:23])([F:22])[F:21])=[CH:18][CH:19]=3)[C:10](=[O:24])[N:9]=2)[CH2:5][CH:4]=[C:3]1[C:25]1[CH:30]=[CH:29][C:28]([F:31])=[CH:27][CH:26]=1.C(N(CC)CC)C.[C-]#N.[K+].C(=O)(O)[O-].[Na+]. Product: [F:31][C:28]1[CH:27]=[CH:26][C:25]([C:3]2[CH:4]=[CH:5][N:6]([C:8]3[N:13]=[CH:12][N:11]([CH2:14][C:15]4[S:16][C:17]([C:20]([F:21])([F:22])[F:23])=[CH:18][CH:19]=4)[C:10](=[O:24])[N:9]=3)[CH2:7][CH:2]=2)=[CH:30][CH:29]=1. The catalyst class is: 9. (10) Reactant: [Cl:1][C:2]1[CH:33]=[CH:32][C:5]([O:6][C:7]2[CH:12]=[CH:11][C:10]([N:13]3[CH:17]([C:18]4[CH:23]=[CH:22][CH:21]=[C:20]([C:24]([F:27])([F:26])[F:25])[CH:19]=4)[CH2:16][N:15]([CH2:28][C:29]#[N:30])[C:14]3=[O:31])=[CH:9][CH:8]=2)=[CH:4][CH:3]=1.[N-:34]=[N+:35]=[N-:36].[Na+].[NH4+].[Cl-]. Product: [NH:34]1[C:29]([CH2:28][N:15]2[CH2:16][CH:17]([C:18]3[CH:23]=[CH:22][CH:21]=[C:20]([C:24]([F:26])([F:25])[F:27])[CH:19]=3)[N:13]([C:10]3[CH:9]=[CH:8][C:7]([O:6][C:5]4[CH:4]=[CH:3][C:2]([Cl:1])=[CH:33][CH:32]=4)=[CH:12][CH:11]=3)[C:14]2=[O:31])=[N:30][N:36]=[N:35]1. The catalyst class is: 3.